This data is from Full USPTO retrosynthesis dataset with 1.9M reactions from patents (1976-2016). The task is: Predict the reactants needed to synthesize the given product. Given the product [NH2:1][C:4]1[CH:5]=[CH:6][C:7]([N:10]2[C:14](=[O:15])[CH2:13][NH:12][C:11]2=[O:16])=[CH:8][CH:9]=1, predict the reactants needed to synthesize it. The reactants are: [N+:1]([C:4]1[CH:9]=[CH:8][C:7]([N:10]2[C:14](=[O:15])[CH2:13][NH:12][C:11]2=[O:16])=[CH:6][CH:5]=1)([O-])=O.